From a dataset of Full USPTO retrosynthesis dataset with 1.9M reactions from patents (1976-2016). Predict the reactants needed to synthesize the given product. Given the product [NH:1]1[C:2]2[N:10]=[CH:9][CH:8]=[CH:7][C:3]=2[C:4](=[O:6])[NH:11][C:12]1=[O:13], predict the reactants needed to synthesize it. The reactants are: [NH2:1][C:2]1[N:10]=[CH:9][CH:8]=[CH:7][C:3]=1[C:4]([OH:6])=O.[NH2:11][C:12](N)=[O:13].C(=O)=O.